Dataset: Reaction yield outcomes from USPTO patents with 853,638 reactions. Task: Predict the reaction yield, written as a fraction of the theoretical maximum amount of product (1.0 means a 100% yield; for example, 0.34 means a 34% yield). (1) The reactants are [CH2:1]([O:8][C:9]1[CH:16]=[CH:15][C:12]([CH:13]=[O:14])=[CH:11][C:10]=1[OH:17])[C:2]1[CH:7]=[CH:6][CH:5]=[CH:4][CH:3]=1.C([O-])([O-])=O.[K+].[K+].Br[CH2:25][CH:26]1[CH2:28][CH2:27]1. The catalyst is CN(C=O)C.CCOCC. The product is [CH2:1]([O:8][C:9]1[CH:16]=[CH:15][C:12]([CH:13]=[O:14])=[CH:11][C:10]=1[O:17][CH2:25][CH:26]1[CH2:28][CH2:27]1)[C:2]1[CH:3]=[CH:4][CH:5]=[CH:6][CH:7]=1. The yield is 0.950. (2) The reactants are [H-].[Na+].[NH2:3][C:4]1[C:12]([I:13])=[CH:11][CH:10]=[CH:9][C:5]=1[C:6]([NH2:8])=[O:7].[F:14][C:15]([F:22])([F:21])[C:16](OCC)=O.Cl. The catalyst is C(O)C.O. The product is [I:13][C:12]1[CH:11]=[CH:10][CH:9]=[C:5]2[C:4]=1[NH:3][C:16]([C:15]([F:22])([F:21])[F:14])=[N:8][C:6]2=[O:7]. The yield is 0.770. (3) The reactants are [Cl:1][C:2]1[CH:7]=[CH:6][C:5]([CH:8]([N:11]2[CH2:15][CH2:14][CH2:13][CH2:12]2)[C:9]#[N:10])=[CH:4][CH:3]=1.[AlH4-].[Li+]. The catalyst is O1CCCC1. The product is [Cl:1][C:2]1[CH:7]=[CH:6][C:5]([CH:8]([N:11]2[CH2:12][CH2:13][CH2:14][CH2:15]2)[CH2:9][NH2:10])=[CH:4][CH:3]=1. The yield is 0.300. (4) The reactants are [Cl:1][C:2]1[C:3]([O:12][C:13]2[CH:18]=[C:17]([O:19][CH:20]([CH3:22])[CH3:21])[CH:16]=[CH:15][C:14]=2[CH2:23][CH2:24][C:25](O)=[O:26])=[N:4][CH:5]=[C:6]([C:8]([F:11])([F:10])[F:9])[CH:7]=1.C(OC(Cl)=O)C(C)C.[BH4-].[Na+].Cl. The catalyst is O1CCCC1.O.CO.C(N(CC)CC)C. The product is [Cl:1][C:2]1[C:3]([O:12][C:13]2[CH:18]=[C:17]([O:19][CH:20]([CH3:21])[CH3:22])[CH:16]=[CH:15][C:14]=2[CH2:23][CH2:24][CH2:25][OH:26])=[N:4][CH:5]=[C:6]([C:8]([F:11])([F:10])[F:9])[CH:7]=1. The yield is 0.660. (5) The product is [Cl:52][C:47]1[C:46]([N:44]2[CH:7]=[C:6]([C:8]3[CH:17]=[CH:16][C:15]4[C:10](=[CH:11][CH:12]=[C:13]([C:18]5[N:22]([CH:23]6[CH2:28][CH2:27][CH2:26][CH2:25][CH2:24]6)[C:21]6[CH:29]=[CH:30][C:31]([C:33]([OH:35])=[O:34])=[CH:32][C:20]=6[N:19]=5)[CH:14]=4)[N:9]=3)[C:5](=[O:36])[NH:42][C:43]2=[O:53])=[CH:51][CH:50]=[CH:49][N:48]=1. The catalyst is C(O)C. The yield is 0.310. The reactants are BrC1C=C[C:5]([OH:36])=[C:6]([C:8]2[CH:17]=[CH:16][C:15]3[C:10](=[CH:11][CH:12]=[C:13]([C:18]4[N:22]([CH:23]5[CH2:28][CH2:27][CH2:26][CH2:25][CH2:24]5)[C:21]5[CH:29]=[CH:30][C:31]([C:33]([OH:35])=[O:34])=[CH:32][C:20]=5[N:19]=4)[CH:14]=3)[N:9]=2)[CH:7]=1.C(C1C(=O)[NH:42][C:43](=[O:53])[N:44]([C:46]2[C:47]([Cl:52])=[N:48][CH:49]=[CH:50][CH:51]=2)C=1)(=O)C.[OH-].[K+]. (6) The reactants are [CH3:1][C:2]1[CH:7]=[C:6]([C:8]2[C:16]3[C:11](=[CH:12][CH:13]=[C:14]([NH:17][C:18]([C@:20]4([S:39][CH3:40])[CH2:24][CH2:23][N:22]([CH2:25][C:26](=O)[CH:27]5[CH2:32][CH2:31][N:30]([C:33]6[S:34][CH:35]=[CH:36][N:37]=6)[CH2:29][CH2:28]5)[CH2:21]4)=[O:19])[CH:15]=3)[NH:10][N:9]=2)[CH:5]=[CH:4][N:3]=1.N1C=CC=CC=1.[NH2:47][OH:48].Cl. The catalyst is CCO. The product is [OH:48][N:47]=[C:26]([CH:27]1[CH2:28][CH2:29][N:30]([C:33]2[S:34][CH:35]=[CH:36][N:37]=2)[CH2:31][CH2:32]1)[CH2:25][N:22]1[CH2:23][CH2:24][C@@:20]([S:39][CH3:40])([C:18]([NH:17][C:14]2[CH:15]=[C:16]3[C:11](=[CH:12][CH:13]=2)[NH:10][N:9]=[C:8]3[C:6]2[CH:5]=[CH:4][N:3]=[C:2]([CH3:1])[CH:7]=2)=[O:19])[CH2:21]1. The yield is 0.470. (7) The reactants are [C:1]([O:4][C:5]1[C:10]([CH3:11])=[CH:9][C:8]([CH2:12]O)=[CH:7][C:6]=1[CH3:14])(=[O:3])[CH3:2].[Br:15]C(Br)(Br)Br.C1(P(C2C=CC=CC=2)C2C=CC=CC=2)C=CC=CC=1. The catalyst is O1CCCC1. The product is [C:1]([O:4][C:5]1[C:10]([CH3:11])=[CH:9][C:8]([CH2:12][Br:15])=[CH:7][C:6]=1[CH3:14])(=[O:3])[CH3:2]. The yield is 0.800. (8) The reactants are [Cl:1][C:2]1[CH:3]=[C:4]2[C:10]([C:11]3[N:16]=[C:15]([NH:17][C@H:18]4[CH2:22][CH2:21][N:20](S(C)(=O)=O)[CH2:19]4)[C:14]([F:27])=[CH:13][N:12]=3)=[CH:9][NH:8][C:5]2=[N:6][CH:7]=1.[CH3:28][CH:29]([S:31](Cl)(=[O:33])=[O:32])[CH3:30]. No catalyst specified. The product is [Cl:1][C:2]1[CH:3]=[C:4]2[C:10]([C:11]3[N:16]=[C:15]([NH:17][C@H:18]4[CH2:22][CH2:21][N:20]([S:31]([CH:29]([CH3:30])[CH3:28])(=[O:33])=[O:32])[CH2:19]4)[C:14]([F:27])=[CH:13][N:12]=3)=[CH:9][NH:8][C:5]2=[N:6][CH:7]=1. The yield is 0.390.